Dataset: Catalyst prediction with 721,799 reactions and 888 catalyst types from USPTO. Task: Predict which catalyst facilitates the given reaction. (1) Reactant: C(N(CC)CC)C.[C:8]([O:12][C:13]([N:15]1[CH2:20][CH2:19][NH:18][CH2:17][CH2:16]1)=[O:14])([CH3:11])([CH3:10])[CH3:9].[Br:21][C:22]1[CH:27]=[CH:26][C:25]([S:28](Cl)(=[O:30])=[O:29])=[CH:24][CH:23]=1. Product: [C:8]([O:12][C:13]([N:15]1[CH2:20][CH2:19][N:18]([S:28]([C:25]2[CH:26]=[CH:27][C:22]([Br:21])=[CH:23][CH:24]=2)(=[O:30])=[O:29])[CH2:17][CH2:16]1)=[O:14])([CH3:11])([CH3:9])[CH3:10]. The catalyst class is: 7. (2) Reactant: [F:1][C:2]1[CH:23]=[CH:22][C:5]2[NH:6][C:7]([CH:9]3[CH2:14][CH2:13][N:12](C(OC(C)(C)C)=O)[CH2:11][CH2:10]3)=[N:8][C:4]=2[CH:3]=1.Cl. Product: [F:1][C:2]1[CH:23]=[CH:22][C:5]2[NH:6][C:7]([CH:9]3[CH2:10][CH2:11][NH:12][CH2:13][CH2:14]3)=[N:8][C:4]=2[CH:3]=1. The catalyst class is: 135. (3) Reactant: C(OC([N:8]1[CH2:13][CH2:12][CH:11]([N:14]([C:16]2[CH:21]=[CH:20][CH:19]=[CH:18][C:17]=2[Br:22])[CH3:15])[CH2:10][CH2:9]1)=O)(C)(C)C.Cl. Product: [Br:22][C:17]1[CH:18]=[CH:19][CH:20]=[CH:21][C:16]=1[N:14]([CH3:15])[CH:11]1[CH2:12][CH2:13][NH:8][CH2:9][CH2:10]1. The catalyst class is: 12. (4) Reactant: [CH3:1][O:2][C:3]1[CH:4]=[C:5]([CH:8]=[CH:9][C:10]=1[O:11][CH3:12])[CH:6]=[CH2:7].C([SiH](CC)CC)C.C(OCC)C. Product: [CH3:1][O:2][C:3]1[CH:4]=[C:5]([CH2:6][CH3:7])[CH:8]=[CH:9][C:10]=1[O:11][CH3:12]. The catalyst class is: 48. (5) Reactant: Cl[C:2]1[C:11]2[C:6](=[CH:7][C:8]([F:12])=[CH:9][CH:10]=2)[N:5]=[C:4]([C:13]2[CH:18]=[CH:17][CH:16]=[CH:15][C:14]=2[S:19]([CH3:22])(=[O:21])=[O:20])[C:3]=1[CH3:23].[Br:24][C:25]1[CH:26]=[C:27]2[NH:33][CH2:32][C:31]([CH3:35])([CH3:34])[C:28]2=[N:29][CH:30]=1.Cl.O1CCOCC1. Product: [Br:24][C:25]1[CH:26]=[C:27]2[N:33]([C:2]3[C:11]4[C:6](=[CH:7][C:8]([F:12])=[CH:9][CH:10]=4)[N:5]=[C:4]([C:13]4[CH:18]=[CH:17][CH:16]=[CH:15][C:14]=4[S:19]([CH3:22])(=[O:21])=[O:20])[C:3]=3[CH3:23])[CH2:32][C:31]([CH3:35])([CH3:34])[C:28]2=[N:29][CH:30]=1. The catalyst class is: 37. (6) Reactant: [C:1]1([C:7]2[N:11]=[C:10]([N:12]3[CH2:17][CH2:16][NH:15][CH2:14][CH2:13]3)[S:9][N:8]=2)[CH:6]=[CH:5][CH:4]=[CH:3][CH:2]=1.C(N(CC)CC)C.[Cl:25][C:26]1[CH:27]=[C:28]([N:32]=[C:33]=[O:34])[CH:29]=[CH:30][CH:31]=1. Product: [Cl:25][C:26]1[CH:27]=[C:28]([NH:32][C:33]([N:15]2[CH2:16][CH2:17][N:12]([C:10]3[S:9][N:8]=[C:7]([C:1]4[CH:2]=[CH:3][CH:4]=[CH:5][CH:6]=4)[N:11]=3)[CH2:13][CH2:14]2)=[O:34])[CH:29]=[CH:30][CH:31]=1. The catalyst class is: 7. (7) Reactant: Cl.[NH:2]1[CH2:5][CH:4]([C:6]2[CH:27]=[CH:26][C:9]3[C:10]4[N:14]([CH2:15][CH2:16][O:17][C:8]=3[CH:7]=2)[CH:13]=[C:12]([C:18]2[N:19]([CH:23]([CH3:25])[CH3:24])[N:20]=[CH:21][N:22]=2)[N:11]=4)[CH2:3]1.C(OC([NH:35][C:36]1([C:39](O)=[O:40])[CH2:38][CH2:37]1)=O)(C)(C)C.CO. Product: [NH2:35][C:36]1([C:39]([N:2]2[CH2:3][CH:4]([C:6]3[CH:27]=[CH:26][C:9]4[C:10]5[N:14]([CH:13]=[C:12]([C:18]6[N:19]([CH:23]([CH3:24])[CH3:25])[N:20]=[CH:21][N:22]=6)[N:11]=5)[CH2:15][CH2:16][O:17][C:8]=4[CH:7]=3)[CH2:5]2)=[O:40])[CH2:38][CH2:37]1. The catalyst class is: 6. (8) Reactant: [OH:1][C:2]1[CH:3]=[C:4]([CH:9]=[CH:10][C:11]=1[N+:12]([O-:14])=[O:13])[C:5]([O:7][CH3:8])=[O:6].O[CH2:16][CH2:17][CH2:18][NH:19][C:20](=[O:26])[O:21][C:22]([CH3:25])([CH3:24])[CH3:23].C1(P(C2C=CC=CC=2)C2C=CC=CC=2)C=CC=CC=1.N(C(OC(C)C)=O)=NC(OC(C)C)=O. Product: [C:22]([O:21][C:20]([NH:19][CH2:18][CH2:17][CH2:16][O:1][C:2]1[CH:3]=[C:4]([CH:9]=[CH:10][C:11]=1[N+:12]([O-:14])=[O:13])[C:5]([O:7][CH3:8])=[O:6])=[O:26])([CH3:25])([CH3:24])[CH3:23]. The catalyst class is: 7.